Dataset: Full USPTO retrosynthesis dataset with 1.9M reactions from patents (1976-2016). Task: Predict the reactants needed to synthesize the given product. (1) Given the product [C:29]1([N:8]2[C:7]3[C:2]([C:35]#[N:36])=[CH:3][CH:4]=[CH:5][C:6]=3[N:10]=[C:9]2[C@@H:11]([NH:13][C:14]2[N:22]=[CH:21][N:20]=[C:19]3[C:15]=2[N:16]=[CH:17][NH:18]3)[CH3:12])[CH:30]=[CH:31][CH:32]=[CH:33][CH:34]=1, predict the reactants needed to synthesize it. The reactants are: Br[C:2]1[C:7]2[N:8]([C:29]3[CH:34]=[CH:33][CH:32]=[CH:31][CH:30]=3)[C:9]([C@@H:11]([NH:13][C:14]3[N:22]=[CH:21][N:20]=[C:19]4[C:15]=3[N:16]=[CH:17][N:18]4C3CCCCO3)[CH3:12])=[N:10][C:6]=2[CH:5]=[CH:4][CH:3]=1.[CH3:35][N:36](C=O)C. (2) Given the product [C:1]([C:3]1[C:4]2[S:18][CH:17]=[CH:16][C:5]=2[N:6]([CH2:8][C:9]([OH:11])=[O:10])[N:7]=1)(=[O:20])[NH2:2], predict the reactants needed to synthesize it. The reactants are: [C:1]([C:3]1[C:4]2[S:18][CH:17]=[CH:16][C:5]=2[N:6]([CH2:8][C:9]([O:11]C(C)(C)C)=[O:10])[N:7]=1)#[N:2].C(O)(C(F)(F)F)=[O:20]. (3) The reactants are: [NH2:1][C:2]1[N:6]([C:7]2[CH:12]=[CH:11][CH:10]=[CH:9][CH:8]=2)[N:5]=[C:4]([C:13]([OH:15])=O)[C:3]=1[CH3:16].CCN(C(C)C)C(C)C.ClC(OCC(C)C)=O.Cl.[CH:35]([NH:38][NH2:39])([CH3:37])[CH3:36]. Given the product [NH2:1][C:2]1[N:6]([C:7]2[CH:8]=[CH:9][CH:10]=[CH:11][CH:12]=2)[N:5]=[C:4]([C:13]([NH:39][NH:38][CH:35]([CH3:37])[CH3:36])=[O:15])[C:3]=1[CH3:16], predict the reactants needed to synthesize it. (4) The reactants are: [Cl:1][C:2]1[CH:7]=[CH:6][C:5]([C:8]2([OH:23])[CH2:13][CH2:12][N:11](C(OC(C)(C)C)=O)[CH2:10][C:9]2([CH3:22])[CH3:21])=[CH:4][C:3]=1[O:24][CH3:25].Cl. Given the product [ClH:1].[Cl:1][C:2]1[CH:7]=[CH:6][C:5]([C:8]2([OH:23])[CH2:13][CH2:12][NH:11][CH2:10][C:9]2([CH3:21])[CH3:22])=[CH:4][C:3]=1[O:24][CH3:25], predict the reactants needed to synthesize it. (5) Given the product [F:17][C:18]1[CH:19]=[CH:20][C:21]([OH:24])=[C:22]([C:8](=[O:10])[CH2:7][C:1]2[CH:2]=[CH:3][CH:4]=[CH:5][CH:6]=2)[CH:23]=1, predict the reactants needed to synthesize it. The reactants are: [C:1]1([CH2:7][C:8]([OH:10])=O)[CH:6]=[CH:5][CH:4]=[CH:3][CH:2]=1.C(Cl)(=O)C(Cl)=O.[F:17][C:18]1[CH:23]=[CH:22][C:21]([O:24]C)=[CH:20][CH:19]=1.[Al+3].[Cl-].[Cl-].[Cl-]. (6) Given the product [C:1]([C:5]1[N:9]([CH2:10][CH:11]2[CH2:16][CH2:15][CH2:14][CH2:13][N:12]2[CH3:17])[C:8]2[CH:18]=[CH:19][C:20]([N:22]([CH3:23])[S:49]([C:46]3[CH:45]=[CH:44][C:43]([NH:42][C:39](=[O:41])[CH3:40])=[CH:48][CH:47]=3)(=[O:51])=[O:50])=[CH:21][C:7]=2[N:6]=1)([CH3:4])([CH3:3])[CH3:2], predict the reactants needed to synthesize it. The reactants are: [C:1]([C:5]1[N:9]([CH2:10][CH:11]2[CH2:16][CH2:15][CH2:14][CH2:13][N:12]2[CH3:17])[C:8]2[CH:18]=[CH:19][C:20]([NH:22][C:23](=O)OC)=[CH:21][C:7]=2[N:6]=1)([CH3:4])([CH3:3])[CH3:2].Cl.CCOCC.[H-].[H-].[H-].[H-].[Li+].[Al+3].[C:39]([NH:42][C:43]1[CH:48]=[CH:47][C:46]([S:49](Cl)(=[O:51])=[O:50])=[CH:45][CH:44]=1)(=[O:41])[CH3:40]. (7) Given the product [F:19][C:16]([F:17])([F:18])[C:13]1[N:11]2[N:12]=[C:7]([N:1]3[CH2:2][CH2:3][N:4]([CH2:20][C:22]4[CH:29]=[CH:28][C:25]([C:26]#[N:27])=[CH:24][CH:23]=4)[CH2:5][CH2:6]3)[CH:8]=[CH:9][C:10]2=[N:15][N:14]=1, predict the reactants needed to synthesize it. The reactants are: [N:1]1([C:7]2[CH:8]=[CH:9][C:10]3[N:11]([C:13]([C:16]([F:19])([F:18])[F:17])=[N:14][N:15]=3)[N:12]=2)[CH2:6][CH2:5][NH:4][CH2:3][CH2:2]1.[CH:20]([C:22]1[CH:29]=[CH:28][C:25]([C:26]#[N:27])=[CH:24][CH:23]=1)=O. (8) The reactants are: [Cl:1][C:2]1[CH:7]=[CH:6][C:5]([NH:8][CH2:9][CH2:10][NH:11][CH2:12][CH2:13][CH:14]=[C:15]2[C:21]3[CH:22]=[CH:23][CH:24]=[N:25][C:20]=3[CH2:19][O:18][C:17]3[CH:26]=[CH:27][C:28]([C:30]([OH:33])([CH3:32])[CH3:31])=[CH:29][C:16]2=3)=[CH:4][CH:3]=1.[CH2:34]([N:36](CC)CC)C.Br[CH:42](CBr)[C:43]#N. Given the product [Cl:1][C:2]1[CH:7]=[CH:6][C:5]([N:8]2[CH2:43][CH2:42][N:11]([CH2:12][CH2:13][CH:14]=[C:15]3[C:21]4[CH:22]=[CH:23][CH:24]=[N:25][C:20]=4[CH2:19][O:18][C:17]4[CH:26]=[CH:27][C:28]([C:30]([OH:33])([CH3:31])[CH3:32])=[CH:29][C:16]3=4)[CH2:10][CH:9]2[C:34]#[N:36])=[CH:4][CH:3]=1, predict the reactants needed to synthesize it.